From a dataset of Forward reaction prediction with 1.9M reactions from USPTO patents (1976-2016). Predict the product of the given reaction. (1) Given the reactants [F:1][C:2]1[CH:18]=[CH:17][CH:16]=[C:15]([F:19])[C:3]=1[C:4]([NH:6][C:7]1[C:8]([C:12]([OH:14])=O)=[N:9][NH:10][CH:11]=1)=[O:5].C(Cl)CCl.[CH:24]1[CH:25]=[CH:26][C:27]2[N:32](O)N=N[C:28]=2[CH:29]=1.[CH3:34][CH2:35][O:36][C:37](C)=[O:38], predict the reaction product. The product is: [CH2:35]([O:36][C:37]([CH:24]1[CH2:29][CH2:28][CH:27]([NH:32][C:12]([C:8]2[C:7]([NH:6][C:4](=[O:5])[C:3]3[C:15]([F:19])=[CH:16][CH:17]=[CH:18][C:2]=3[F:1])=[CH:11][NH:10][N:9]=2)=[O:14])[CH2:26][CH2:25]1)=[O:38])[CH3:34]. (2) Given the reactants [NH:1]1[CH2:6][CH2:5][O:4][CH2:3][CH2:2]1.O=[C:8]1[CH2:13][CH2:12][CH:11]([NH:14][C:15](=[O:21])[O:16][C:17]([CH3:20])([CH3:19])[CH3:18])[CH2:10][CH2:9]1.[BH4-].[Na+].O1CCN([C@H]2CC[C@H](NC(=O)[O-])CC2)CC1, predict the reaction product. The product is: [O:4]1[CH2:5][CH2:6][N:1]([C@@H:8]2[CH2:9][CH2:10][C@H:11]([NH:14][C:15](=[O:21])[O:16][C:17]([CH3:19])([CH3:18])[CH3:20])[CH2:12][CH2:13]2)[CH2:2][CH2:3]1. (3) Given the reactants [CH3:1][N:2]([CH3:15])[C:3]1[CH:4]=[C:5]([CH:9]=[C:10]([N:12]([CH3:14])[CH3:13])[CH:11]=1)[C:6]([OH:8])=O.Cl.[NH2:17][CH2:18][C:19]1[CH:29]=[CH:28][C:27]([C:30]#[N:31])=[CH:26][C:20]=1[O:21][CH2:22][C:23]([NH2:25])=[O:24], predict the reaction product. The product is: [C:23]([CH2:22][O:21][C:20]1[CH:26]=[C:27]([C:30]#[N:31])[CH:28]=[CH:29][C:19]=1[CH2:18][NH:17][C:6](=[O:8])[C:5]1[CH:9]=[C:10]([N:12]([CH3:14])[CH3:13])[CH:11]=[C:3]([N:2]([CH3:1])[CH3:15])[CH:4]=1)(=[O:24])[NH2:25]. (4) Given the reactants Br[C:2]1[CH:3]=[CH:4][C:5]2[S:9](=[O:11])(=[O:10])[N:8]([CH2:12][CH:13]([OH:18])[C:14]([NH:16][CH3:17])=[O:15])[CH:7]([CH3:19])[C:6]=2[CH:20]=1.[F:21][C:22]1[CH:30]=[C:29]2[C:25]([C:26](B3OC(C)(C)C(C)(C)O3)=[CH:27][N:28]2[C:31]([O:33][C:34]([CH3:37])([CH3:36])[CH3:35])=[O:32])=[CH:24][CH:23]=1.[O-]P([O-])([O-])=O.[K+].[K+].[K+], predict the reaction product. The product is: [F:21][C:22]1[CH:30]=[C:29]2[C:25]([C:26]([C:2]3[CH:3]=[CH:4][C:5]4[S:9](=[O:11])(=[O:10])[N:8]([CH2:12][CH:13]([OH:18])[C:14]([NH:16][CH3:17])=[O:15])[CH:7]([CH3:19])[C:6]=4[CH:20]=3)=[CH:27][N:28]2[C:31]([O:33][C:34]([CH3:37])([CH3:36])[CH3:35])=[O:32])=[CH:24][CH:23]=1. (5) Given the reactants [ClH:1].[N:2]12[CH2:9][CH2:8][CH:5]([CH2:6][CH2:7]1)[C@@H:4]([NH:10][C:11]([C:13]1[S:14][C:15]3[CH:21]=[C:20]([C:22]#[N:23])[CH:19]=[CH:18][C:16]=3[CH:17]=1)=[O:12])[CH2:3]2.Cl.[NH2:25][OH:26].C(=O)([O-])[O-].[K+].[K+].O, predict the reaction product. The product is: [ClH:1].[ClH:1].[NH2:23]/[C:22](=[N:25]\[OH:26])/[C:20]1[CH:19]=[CH:18][C:16]2[CH:17]=[C:13]([C:11]([NH:10][C@@H:4]3[CH:5]4[CH2:6][CH2:7][N:2]([CH2:9][CH2:8]4)[CH2:3]3)=[O:12])[S:14][C:15]=2[CH:21]=1. (6) Given the reactants Cl[C:2]1[N:7]=[C:6]([NH2:8])[N:5]=[C:4]([NH:9][CH:10]2[C:18]3[C:13](=[CH:14][CH:15]=[CH:16][CH:17]=3)[CH2:12][CH2:11]2)[CH:3]=1.[F:19][C:20]1[CH:27]=[C:26](B2OC(C)(C)C(C)(C)O2)[CH:25]=[CH:24][C:21]=1[C:22]#[N:23].C([O-])(O)=O.[Na+], predict the reaction product. The product is: [NH2:8][C:6]1[N:7]=[C:2]([C:26]2[CH:25]=[CH:24][C:21]([C:22]#[N:23])=[C:20]([F:19])[CH:27]=2)[CH:3]=[C:4]([NH:9][CH:10]2[C:18]3[C:13](=[CH:14][CH:15]=[CH:16][CH:17]=3)[CH2:12][CH2:11]2)[N:5]=1.